This data is from Ames mutagenicity test results for genotoxicity prediction. The task is: Regression/Classification. Given a drug SMILES string, predict its toxicity properties. Task type varies by dataset: regression for continuous values (e.g., LD50, hERG inhibition percentage) or binary classification for toxic/non-toxic outcomes (e.g., AMES mutagenicity, cardiotoxicity, hepatotoxicity). Dataset: ames. (1) The molecule is Cc1ccc(N(CC2(O)OCC(O)C(O)C2O)N=O)cc1. The result is 1 (mutagenic). (2) The compound is O=[N+]([O-])c1cc([N+](=O)[O-])c(Cl)c([N+](=O)[O-])c1. The result is 1 (mutagenic). (3) The result is 0 (non-mutagenic). The compound is CCNCCN. (4) The compound is Cc1c2ccccc2c(C)c2c3c(ccc12)C(=O)C(=O)C=C3. The result is 0 (non-mutagenic). (5) The molecule is COC(=O)[C@]12O[C@@]1(C)[C@@](C)(O)OC2=O. The result is 1 (mutagenic). (6) The drug is COc1ccc2nc3cc(Cl)ccc3c(NCCCNCCCl)c2n1. The result is 1 (mutagenic). (7) The molecule is OCNc1ncnc2c1ncn2C1OC(CO)C(O)C1O. The result is 1 (mutagenic).